This data is from Full USPTO retrosynthesis dataset with 1.9M reactions from patents (1976-2016). The task is: Predict the reactants needed to synthesize the given product. (1) The reactants are: [F:1][C:2]([F:35])([F:34])[C:3]([C:9]1[CH:10]=[N:11][C:12]([N:15]2[CH2:20][CH2:19][N:18]([S:21]([C:24]3[CH:29]=[CH:28][CH:27]=[CH:26][C:25]=3[N+:30]([O-])=O)(=[O:23])=[O:22])[CH2:17][C@@H:16]2[CH3:33])=[N:13][CH:14]=1)([OH:8])[C:4]([F:7])([F:6])[F:5].CC(O)=O.CCO. Given the product [NH2:30][C:25]1[CH:26]=[CH:27][CH:28]=[CH:29][C:24]=1[S:21]([N:18]1[CH2:19][CH2:20][N:15]([C:12]2[N:13]=[CH:14][C:9]([C:3]([OH:8])([C:2]([F:1])([F:34])[F:35])[C:4]([F:7])([F:6])[F:5])=[CH:10][N:11]=2)[C@@H:16]([CH3:33])[CH2:17]1)(=[O:22])=[O:23], predict the reactants needed to synthesize it. (2) The reactants are: [H-].[Na+].C(OP([CH2:11][C:12]([O:14][CH2:15][CH3:16])=[O:13])(OCC)=O)C.Cl.[F:18][C:19]([F:25])([F:24])[C:20](=O)[CH2:21][CH3:22]. Given the product [F:18][C:19]([F:25])([F:24])[C:20]([CH2:21][CH3:22])=[CH:11][C:12]([O:14][CH2:15][CH3:16])=[O:13], predict the reactants needed to synthesize it. (3) The reactants are: [CH2:1]([C:4]1[CH:9]=[CH:8][C:7](B(O)O)=[CH:6][CH:5]=1)[CH2:2][CH3:3].Br[C:14]1[CH:19]=[CH:18][CH:17]=[C:16]([F:20])[CH:15]=1.C(=O)([O-])[O-].[K+].[K+]. Given the product [F:20][C:16]1[CH:15]=[C:14]([C:7]2[CH:8]=[CH:9][C:4]([CH2:1][CH2:2][CH3:3])=[CH:5][CH:6]=2)[CH:19]=[CH:18][CH:17]=1, predict the reactants needed to synthesize it. (4) The reactants are: [O:1]=[C:2]1[CH2:5][CH:4]([C:6]([O:8][CH2:9][C:10]2[CH:15]=[CH:14][CH:13]=[CH:12][CH:11]=2)=[O:7])[CH2:3]1.[CH3:16][Mg]Br.[NH4+].[Cl-]. Given the product [OH:1][C:2]1([CH3:16])[CH2:5][CH:4]([C:6]([O:8][CH2:9][C:10]2[CH:11]=[CH:12][CH:13]=[CH:14][CH:15]=2)=[O:7])[CH2:3]1, predict the reactants needed to synthesize it.